This data is from Experimentally validated miRNA-target interactions with 360,000+ pairs, plus equal number of negative samples. The task is: Binary Classification. Given a miRNA mature sequence and a target amino acid sequence, predict their likelihood of interaction. (1) The miRNA is hsa-miR-1227-5p with sequence GUGGGGCCAGGCGGUGG. The protein sequence of the target gene is MNMPQSLGNQPLPPEPPSLGTPAEGPGTTSPPEHCWPVRPTLRNELDTFSVHFYIFFGPSVALPPERPAVFAMRLLPVLDSGGVLSLELQLNASSVRQENVTVFGCLTHEVPLSLGDAAVTCSKESLAGFLLSVSATTRVARLRIPFPQTGTWFLALRSLCGVGPRFVRCRNATAEVRMRTFLSPCVDDCGPYGQCKLLRTHNYLYAACECKAGWRGWGCTDSADALTYGFQLLSTLLLCLSNLMFLPPVVLAIRSRYVLEAAVYTFTMFFSTFYHACDQPGIVVFCIMDYDVLQFCDFL.... Result: 0 (no interaction). (2) The miRNA is hsa-miR-6506-5p with sequence ACUGGGAUGUCACUGAAUAUGGU. The protein sequence of the target gene is MMPSESGAERRDRAAAQVGTAAATAVATAAPAGGGPDPEALSAFPGRHLSGLSWPQVKRLDALLSEPIPIHGRGNFPTLSVQPRQIVQVVRSTLEEQGLHVHSVRLHGSAASHVLHPESGLGYKDLDLVFRVDLRSEASFQLTKAVVLACLLDFLPAGVSRAKITPLTLKEAYVQKLVKVCTDSDRWSLISLSNKSGKNVELKFVDSVRRQFEFSIDSFQIILDSLLLFGQCSSTPMSEAFHPTVTGESLYGDFTEALEHLRHRVIATRSPEEIRGGGLLKYCHLLVRGFRPRPSTDVRA.... Result: 1 (interaction). (3) The miRNA is hsa-miR-3622b-5p with sequence AGGCAUGGGAGGUCAGGUGA. The protein sequence of the target gene is MADTDLFMECEEEELEPWQKISDVIEDSVVEDYNSVDKTTSVSVSQQPVSAPVPIAAHASVAGHLSTSTTVSNSGAQNSDSTKKTLVTLIANNNAGNTLVQQGGQPLILTQNPAPGLGTMVTQPVLRPVQVMQNANHVTSSPVASQPIFITTQGFPVRNVRPVQNAMNQVGIVLNVQQGQTVRPITLVPAPGTQFVKPTVGVPQVFSQMTPVRPGSTMPVRPTTNTFTTVIPATLTIRSTVPQSQSQQTKSTPSTSTTPTATQPTSLGQLAGQPPGQSNQTSNPKLAPSFPSPPAVSIAS.... Result: 0 (no interaction).